This data is from hERG Central: cardiac toxicity at 1µM, 10µM, and general inhibition. The task is: Predict hERG channel inhibition at various concentrations. The compound is COc1ccc(OC)c(NC(=O)COC(=O)C2CCN(C(=O)c3ccc(Cl)cc3)CC2)c1. Results: hERG_inhib (hERG inhibition (general)): blocker.